This data is from Forward reaction prediction with 1.9M reactions from USPTO patents (1976-2016). The task is: Predict the product of the given reaction. Given the reactants COC([C:5]1([C:18]2[C:27]3[C:22](=[CH:23][C:24]([F:28])=[CH:25][CH:26]=3)[N:21]=[CH:20][N:19]=2)[CH2:10][CH2:9][N:8]([C:11]([O:13][C:14]([CH3:17])([CH3:16])[CH3:15])=[O:12])[CH2:7][CH2:6]1)=O.[Li+].[Cl-].C([O-])(O)=O.[Na+], predict the reaction product. The product is: [C:14]([O:13][C:11]([N:8]1[CH2:9][CH2:10][CH:5]([C:18]2[C:27]3[C:22](=[CH:23][C:24]([F:28])=[CH:25][CH:26]=3)[N:21]=[CH:20][N:19]=2)[CH2:6][CH2:7]1)=[O:12])([CH3:17])([CH3:15])[CH3:16].